Dataset: Reaction yield outcomes from USPTO patents with 853,638 reactions. Task: Predict the reaction yield, written as a fraction of the theoretical maximum amount of product (1.0 means a 100% yield; for example, 0.34 means a 34% yield). The reactants are [OH:1][C:2]1[CH:11]=[C:10]2[C:5]([C:6]([O:12][C:13]3[CH:18]=[CH:17][C:16]([O:19][CH3:20])=[CH:15][C:14]=3[C:21](=[O:23])[CH3:22])=[CH:7][CH:8]=[N:9]2)=[CH:4][C:3]=1[O:24][CH3:25].[N:26]1([C:32](Cl)=[O:33])[CH2:31][CH2:30][O:29][CH2:28][CH2:27]1.C(=O)([O-])[O-].[K+].[K+].O. The catalyst is CN(C)C=O. The product is [N:26]1([C:32]([O:1][C:2]2[CH:11]=[C:10]3[C:5]([C:6]([O:12][C:13]4[CH:18]=[CH:17][C:16]([O:19][CH3:20])=[CH:15][C:14]=4[C:21](=[O:23])[CH3:22])=[CH:7][CH:8]=[N:9]3)=[CH:4][C:3]=2[O:24][CH3:25])=[O:33])[CH2:31][CH2:30][O:29][CH2:28][CH2:27]1. The yield is 0.150.